From a dataset of Catalyst prediction with 721,799 reactions and 888 catalyst types from USPTO. Predict which catalyst facilitates the given reaction. Reactant: [CH:1]([N:4]1[C:12]2[C:7](=[CH:8][CH:9]=[CH:10][CH:11]=2)[CH:6]=[CH:5]1)([CH3:3])[CH3:2].[C:13](Cl)(=[O:17])[C:14]([Cl:16])=[O:15].[N:19]1([CH2:25][CH2:26][CH2:27][NH2:28])[CH2:24][CH2:23][CH2:22][CH2:21][CH2:20]1.C(N(CC)CC)C. Product: [ClH:16].[CH:1]([N:4]1[C:12]2[C:7](=[CH:8][CH:9]=[CH:10][CH:11]=2)[C:6]([C:13](=[O:17])[C:14]([NH:28][CH2:27][CH2:26][CH2:25][N:19]2[CH2:24][CH2:23][CH2:22][CH2:21][CH2:20]2)=[O:15])=[CH:5]1)([CH3:3])[CH3:2]. The catalyst class is: 385.